From a dataset of Forward reaction prediction with 1.9M reactions from USPTO patents (1976-2016). Predict the product of the given reaction. (1) Given the reactants [OH:1][C@H:2]1[CH2:6][CH2:5][C@H:4]([NH:7][C:8]([C:10]2[CH:15]=[CH:14][C:13]([C:16]3[CH:21]=[CH:20][CH:19]=[CH:18][CH:17]=3)=[CH:12][CH:11]=2)=[O:9])[CH2:3]1.C(N(CC)CC)C.[CH3:29][S:30](Cl)(=[O:32])=[O:31], predict the reaction product. The product is: [C:13]1([C:16]2[CH:21]=[CH:20][CH:19]=[CH:18][CH:17]=2)[CH:14]=[CH:15][C:10]([C:8]([NH:7][C@H:4]2[CH2:5][CH2:6][C@H:2]([O:1][S:30]([CH3:29])(=[O:32])=[O:31])[CH2:3]2)=[O:9])=[CH:11][CH:12]=1. (2) Given the reactants [Cl:1][C:2]1[CH:3]=[C:4]([CH:17]=[CH:18][CH:19]=1)[C:5]([NH:7][C:8]([CH3:16])([C:10]1[CH:15]=[CH:14][CH:13]=[CH:12][CH:11]=1)[CH3:9])=[O:6].CN(CCN(C)C)C.C([Li])(CC)C.CCCCCC.CN([CH:42]=[O:43])C, predict the reaction product. The product is: [Cl:1][C:2]1[CH:19]=[CH:18][CH:17]=[C:4]2[C:3]=1[CH:42]([OH:43])[N:7]([C:8]([CH3:16])([C:10]1[CH:11]=[CH:12][CH:13]=[CH:14][CH:15]=1)[CH3:9])[C:5]2=[O:6].